From a dataset of Catalyst prediction with 721,799 reactions and 888 catalyst types from USPTO. Predict which catalyst facilitates the given reaction. Reactant: C(OC([N:8]1[CH2:13][CH2:12][N:11]([CH2:14][CH2:15][O:16][C:17]2[CH:25]=[C:24]3[C:20]([CH:21]=[CH:22][N:23]3[CH:26]([CH3:28])[CH3:27])=[C:19]([C:29](=[O:43])[NH:30][CH2:31][C:32]3[C:33](=[O:42])[NH:34][C:35]([CH3:41])=[CH:36][C:37]=3[CH2:38][CH2:39][CH3:40])[CH:18]=2)[CH2:10][CH2:9]1)=O)(C)(C)C.C(O)(C(F)(F)F)=O. Product: [CH3:41][C:35]1[NH:34][C:33](=[O:42])[C:32]([CH2:31][NH:30][C:29]([C:19]2[C:20]3[CH:21]=[CH:22][N:23]([CH:26]([CH3:27])[CH3:28])[C:24]=3[CH:25]=[C:17]([O:16][CH2:15][CH2:14][N:11]3[CH2:12][CH2:13][NH:8][CH2:9][CH2:10]3)[CH:18]=2)=[O:43])=[C:37]([CH2:38][CH2:39][CH3:40])[CH:36]=1. The catalyst class is: 4.